From a dataset of Full USPTO retrosynthesis dataset with 1.9M reactions from patents (1976-2016). Predict the reactants needed to synthesize the given product. (1) Given the product [Br:3][C:4]1[CH:5]=[C:6]([CH:16]=[C:17]([O:19][C:20]2[CH:25]=[CH:24][C:23]([C:26]([F:27])([F:28])[F:29])=[CH:22][N:21]=2)[CH:18]=1)[CH:7]=[C:31]1[CH2:36][CH2:35][N:34]([C:37]([O:39][C:40]([CH3:43])([CH3:42])[CH3:41])=[O:38])[CH2:33][CH2:32]1, predict the reactants needed to synthesize it. The reactants are: [H-].[Na+].[Br:3][C:4]1[CH:5]=[C:6]([CH:16]=[C:17]([O:19][C:20]2[CH:25]=[CH:24][C:23]([C:26]([F:29])([F:28])[F:27])=[CH:22][N:21]=2)[CH:18]=1)[CH2:7]P(=O)(OCC)OCC.O=[C:31]1[CH2:36][CH2:35][N:34]([C:37]([O:39][C:40]([CH3:43])([CH3:42])[CH3:41])=[O:38])[CH2:33][CH2:32]1. (2) Given the product [F:1][C:2]1[C:7]([F:8])=[CH:6][CH:5]=[CH:4][C:3]=1[CH2:9][C@@H:10]([OH:24])[C:11]([O:13][CH3:14])=[O:12], predict the reactants needed to synthesize it. The reactants are: [F:1][C:2]1[C:7]([F:8])=[CH:6][CH:5]=[CH:4][C:3]=1/[CH:9]=[CH:10]/[C:11]([O:13][CH3:14])=[O:12].C(O)(=[O:24])C=CC1C=CC=CC=1. (3) Given the product [Cl:27][C:24]1[CH:25]=[CH:26][C:21]([CH2:20][N:16]2[C:17]3[C:13](=[CH:12][C:11](/[CH:10]=[C:7]4/[C:8](=[O:9])[N:4]([CH2:3][CH2:2][NH:1][S:43]([C:39]5[S:38][C:37]([NH:36][C:33](=[O:35])[CH3:34])=[N:41][C:40]=5[CH3:42])(=[O:44])=[O:45])[C:5](=[O:32])[S:6]/4)=[CH:19][CH:18]=3)[CH:14]=[N:15]2)=[C:22]([C:28]([F:30])([F:29])[F:31])[CH:23]=1, predict the reactants needed to synthesize it. The reactants are: [NH2:1][CH2:2][CH2:3][N:4]1[C:8](=[O:9])/[C:7](=[CH:10]/[C:11]2[CH:12]=[C:13]3[C:17](=[CH:18][CH:19]=2)[N:16]([CH2:20][C:21]2[CH:26]=[CH:25][C:24]([Cl:27])=[CH:23][C:22]=2[C:28]([F:31])([F:30])[F:29])[N:15]=[CH:14]3)/[S:6][C:5]1=[O:32].[C:33]([NH:36][C:37]1[S:38][C:39]([S:43](Cl)(=[O:45])=[O:44])=[C:40]([CH3:42])[N:41]=1)(=[O:35])[CH3:34]. (4) Given the product [CH2:1]([O:3][C:4]([C:6]1[CH:7]=[N:8][N:9]2[C:14]([OH:15])=[C:13]([C:16]([N:30]3[CH2:31][CH2:32][C:27]4([C:25]5[CH:26]=[C:21]([F:20])[CH:22]=[CH:23][C:24]=5[O:34][CH2:33]4)[CH2:28][CH2:29]3)=[O:18])[CH:12]=[N:11][C:10]=12)=[O:5])[CH3:2], predict the reactants needed to synthesize it. The reactants are: [CH2:1]([O:3][C:4]([C:6]1[CH:7]=[N:8][N:9]2[C:14]([OH:15])=[C:13]([C:16]([OH:18])=O)[CH:12]=[N:11][C:10]=12)=[O:5])[CH3:2].Cl.[F:20][C:21]1[CH:22]=[CH:23][C:24]2[O:34][CH2:33][C:27]3([CH2:32][CH2:31][NH:30][CH2:29][CH2:28]3)[C:25]=2[CH:26]=1. (5) Given the product [Cl:9][C:10]1[CH:17]=[C:16]([S:8][C:5]2[CH:6]=[CH:7][C:2]([F:1])=[CH:3][CH:4]=2)[CH:15]=[CH:14][C:11]=1/[CH:12]=[CH:20]/[C:21]([OH:23])=[O:22], predict the reactants needed to synthesize it. The reactants are: [F:1][C:2]1[CH:7]=[CH:6][C:5]([SH:8])=[CH:4][CH:3]=1.[Cl:9][C:10]1[CH:17]=[C:16](F)[CH:15]=[CH:14][C:11]=1[CH:12]=O.C(O)(=O)[CH2:20][C:21]([OH:23])=[O:22]. (6) Given the product [C:1]1([CH3:12])[CH:6]=[CH:5][C:4]([O:7][C@@H:8]([CH3:13])[C:9]([Cl:11])=[O:10])=[CH:3][CH:2]=1, predict the reactants needed to synthesize it. The reactants are: [C:1]1([CH3:12])[CH:6]=[CH:5][C:4]([O:7][CH2:8][C:9]([Cl:11])=[O:10])=[CH:3][CH:2]=1.[C:13]1(C)C=CC(O[C@@H](C)C(O)=O)=CC=1.O=S(Cl)Cl.